Task: Predict the reaction yield, written as a fraction of the theoretical maximum amount of product (1.0 means a 100% yield; for example, 0.34 means a 34% yield).. Dataset: Reaction yield outcomes from USPTO patents with 853,638 reactions (1) The reactants are [CH3:1][O:2][CH2:3][O:4][CH2:5][C:6]([C:8]1[CH:13]=[CH:12][CH:11]=[CH:10][CH:9]=1)=O.[F:14][C:15]1[CH:24]=[CH:23][C:22]([F:25])=[CH:21][C:16]=1[C:17](=[S:20])[NH:18][NH2:19]. The catalyst is C(O)C.ClCCl. The product is [F:14][C:15]1[CH:24]=[CH:23][C:22]([F:25])=[CH:21][C:16]=1[C:17]1[S:20][C:6]([CH2:5][O:4][CH2:3][O:2][CH3:1])([C:8]2[CH:13]=[CH:12][CH:11]=[CH:10][CH:9]=2)[NH:19][N:18]=1. The yield is 0.630. (2) The reactants are [CH:1]1[CH:2]=[CH:3][C:4]2[N:9](O)N=N[C:5]=2[CH:6]=1.[O:11]=[C:12]([N:17]1[CH2:22][CH2:21][N:20]([C:23](=[O:34])[C:24]2[CH:29]=[CH:28][CH:27]=[CH:26][C:25]=2[C:30]([F:33])([F:32])[F:31])[CH2:19][CH2:18]1)[CH2:13][C:14]([OH:16])=O.CCN=C=NC[CH2:41][CH2:42][N:43](C)C.Cl.C[N:48]([CH:50]=[O:51])C. The catalyst is CN(C1C=CN=CC=1)C.O. The product is [CH3:41][C:42]1[O:51][C:50]([C:1]2[CH:6]=[CH:5][C:4]([NH:9][C:14](=[O:16])[CH2:13][C:12](=[O:11])[N:17]3[CH2:18][CH2:19][N:20]([C:23](=[O:34])[C:24]4[CH:29]=[CH:28][CH:27]=[CH:26][C:25]=4[C:30]([F:33])([F:32])[F:31])[CH2:21][CH2:22]3)=[CH:3][CH:2]=2)=[N:48][N:43]=1. The yield is 0.200. (3) The reactants are [H-].C(O[Al](OC(C)(C)C)OC(C)(C)C)(C)(C)C.[Li+].[CH:19]1([CH2:22][C:23]([O:32][CH3:33])([C:28](OC)=[O:29])[C:24]([O:26][CH3:27])=[O:25])[CH2:21][CH2:20]1.C1COCC1. The catalyst is CCOCC. The product is [CH:19]1([CH2:22][C:23]([CH2:28][OH:29])([O:32][CH3:33])[C:24]([O:26][CH3:27])=[O:25])[CH2:20][CH2:21]1. The yield is 0.610. (4) The reactants are [N+:1]([C:4]1[CH:9]=[CH:8][C:7]([C:10]2[S:11][CH:12]=[CH:13][CH:14]=2)=[CH:6][C:5]=1[NH:15][C:16](=[O:28])[C:17]1[CH:22]=[CH:21][C:20]([C:23]2[NH:27][N:26]=[N:25][N:24]=2)=[CH:19][CH:18]=1)([O-])=O. The catalyst is [Pd].CO.ClCCl. The product is [NH2:1][C:4]1[CH:9]=[CH:8][C:7]([C:10]2[S:11][CH:12]=[CH:13][CH:14]=2)=[CH:6][C:5]=1[NH:15][C:16](=[O:28])[C:17]1[CH:18]=[CH:19][C:20]([C:23]2[NH:27][N:26]=[N:25][N:24]=2)=[CH:21][CH:22]=1. The yield is 0.270. (5) The reactants are [NH2:1][CH2:2][C:3]1[CH:4]=[C:5]([C:9]2[N:10]([CH3:21])[C:11]3[C:16]([C:17]=2[C:18]#[N:19])=[CH:15][CH:14]=[C:13]([Cl:20])[CH:12]=3)[CH:6]=[N:7][CH:8]=1.[CH:22]([S:25](Cl)(=[O:27])=[O:26])([CH3:24])[CH3:23].C(N(CC)CC)C. The catalyst is ClCCl. The product is [NH4+:1].[OH-:26].[Cl:20][C:13]1[CH:12]=[C:11]2[C:16]([C:17]([C:18]#[N:19])=[C:9]([C:5]3[CH:4]=[C:3]([CH2:2][NH:1][S:25]([CH:22]([CH3:24])[CH3:23])(=[O:27])=[O:26])[CH:8]=[N:7][CH:6]=3)[N:10]2[CH3:21])=[CH:15][CH:14]=1. The yield is 0.00100. (6) The reactants are FC(F)(F)C(O)=O.[S:8]1[CH:12]=[CH:11][N:10]=[C:9]1[N:13]1[CH2:18][CH2:17][CH:16]([NH2:19])[CH2:15][CH2:14]1.[C:20]1([C:26]#[C:27][C:28](O)=[O:29])[CH:25]=[CH:24][CH:23]=[CH:22][CH:21]=1.CCN(C(C)C)C(C)C. The catalyst is ClCCCl. The product is [C:20]1([C:26]#[C:27][C:28]([NH:19][CH:16]2[CH2:17][CH2:18][N:13]([C:9]3[S:8][CH:12]=[CH:11][N:10]=3)[CH2:14][CH2:15]2)=[O:29])[CH:25]=[CH:24][CH:23]=[CH:22][CH:21]=1. The yield is 0.510. (7) The reactants are [CH3:1][O:2][C:3]1[N:4]=[N:5][C:6]([S:9][C:10]2[NH:11][C:12]3[C:17]([CH:18]=2)=[CH:16][CH:15]=[CH:14][CH:13]=3)=[CH:7][CH:8]=1.[Cl:19]N1C(=O)CCC1=O. The catalyst is CO. The product is [CH3:1][O:2][C:3]1[N:4]=[N:5][C:6]([S:9][C:10]2[NH:11][C:12]3[C:17]([C:18]=2[Cl:19])=[CH:16][CH:15]=[CH:14][CH:13]=3)=[CH:7][CH:8]=1. The yield is 0.400.